The task is: Predict the reaction yield, written as a fraction of the theoretical maximum amount of product (1.0 means a 100% yield; for example, 0.34 means a 34% yield).. This data is from Reaction yield outcomes from USPTO patents with 853,638 reactions. (1) The reactants are [Br:1][C:2]1[CH:3]=[C:4]2[C:10]([C:11]3[CH:16]=[CH:15][CH:14]=[C:13]([O:17]C)[CH:12]=3)=[C:9]([C:19]3[CH:24]=[CH:23][CH:22]=[CH:21][CH:20]=3)[NH:8][C:5]2=[N:6][CH:7]=1. The catalyst is Br. The product is [Br:1][C:2]1[CH:3]=[C:4]2[C:10]([C:11]3[CH:12]=[C:13]([OH:17])[CH:14]=[CH:15][CH:16]=3)=[C:9]([C:19]3[CH:20]=[CH:21][CH:22]=[CH:23][CH:24]=3)[NH:8][C:5]2=[N:6][CH:7]=1. The yield is 0.990. (2) The reactants are [NH2:1][C:2]1[N:10]=[CH:9][N:8]=[C:7]2[C:3]=1[N:4]=[CH:5][N:6]2[C@H:11]1[C@@H:15]2[O:16][C:17]([CH3:20])([CH3:19])[O:18][C@@H:14]2[C@@H:13]([CH2:21][N:22]([CH2:32][CH3:33])[CH:23]2[CH2:26][CH:25]([CH2:27][CH2:28][C:29](O)=[O:30])[CH2:24]2)[O:12]1.C1C=NC2N(O)N=NC=2C=1.CN(C(ON1N=NC2C=CC=NC1=2)=[N+](C)C)C.F[P-](F)(F)(F)(F)F.[C:68]([C:72]1[CH:73]=[C:74]([NH2:79])[C:75]([NH2:78])=[CH:76][CH:77]=1)([CH3:71])([CH3:70])[CH3:69]. The catalyst is C(Cl)Cl.O. The product is [NH2:79][C:74]1[CH:73]=[C:72]([C:68]([CH3:71])([CH3:69])[CH3:70])[CH:77]=[CH:76][C:75]=1[NH:78][C:29](=[O:30])[CH2:28][CH2:27][CH:25]1[CH2:26][CH:23]([N:22]([CH2:21][C@@H:13]2[C@@H:14]3[C@@H:15]([O:16][C:17]([CH3:19])([CH3:20])[O:18]3)[C@H:11]([N:6]3[CH:5]=[N:4][C:3]4[C:7]3=[N:8][CH:9]=[N:10][C:2]=4[NH2:1])[O:12]2)[CH2:32][CH3:33])[CH2:24]1. The yield is 0.610.